From a dataset of Catalyst prediction with 721,799 reactions and 888 catalyst types from USPTO. Predict which catalyst facilitates the given reaction. (1) Reactant: C(OC([N:8]1[C@H:12]([CH2:13][F:14])[C@@H:11]([C:15]2[CH:20]=[CH:19][C:18]([C:21]3[CH:26]=[CH:25][N:24]4[CH:27]=[C:28]([CH2:30][NH:31][S:32]([CH3:35])(=[O:34])=[O:33])[N:29]=[C:23]4[CH:22]=3)=[CH:17][CH:16]=2)[O:10]C1(C)C)=O)(C)(C)C.FC(F)(F)C(O)=O. Product: [NH2:8][C@H:12]([CH2:13][F:14])[C@@H:11]([C:15]1[CH:20]=[CH:19][C:18]([C:21]2[CH:26]=[CH:25][N:24]3[CH:27]=[C:28]([CH2:30][NH:31][S:32]([CH3:35])(=[O:33])=[O:34])[N:29]=[C:23]3[CH:22]=2)=[CH:17][CH:16]=1)[OH:10]. The catalyst class is: 2. (2) Reactant: [OH-].[K+].Br[CH:4]([CH3:22])[C:5]([C:7]1[CH:12]=[C:11]([C:13]([CH3:16])([CH3:15])[CH3:14])[C:10]([OH:17])=[C:9]([C:18]([CH3:21])([CH3:20])[CH3:19])[CH:8]=1)=[O:6].Cl.O.[CH2:25]([OH:27])[CH3:26]. Product: [C:18]([C:9]1[CH:8]=[C:7]([C:5](=[O:6])[CH:4]([O:27][CH2:25][CH3:26])[CH3:22])[CH:12]=[C:11]([C:13]([CH3:16])([CH3:15])[CH3:14])[C:10]=1[OH:17])([CH3:21])([CH3:20])[CH3:19]. The catalyst class is: 60. (3) Reactant: [I:1][C:2]1[C:7]([O:8][CH2:9][C:10]([F:13])([F:12])[F:11])=[CH:6][C:5]([NH2:14])=[C:4]([N+:15]([O-:17])=[O:16])[CH:3]=1.[CH3:18][C:19]([O:22][C:23](O[C:23]([O:22][C:19]([CH3:21])([CH3:20])[CH3:18])=[O:24])=[O:24])([CH3:21])[CH3:20].C(O)(C(F)(F)F)=O. Product: [C:19]([O:22][C:23](=[O:24])[NH:14][C:5]1[CH:6]=[C:7]([O:8][CH2:9][C:10]([F:12])([F:13])[F:11])[C:2]([I:1])=[CH:3][C:4]=1[N+:15]([O-:17])=[O:16])([CH3:21])([CH3:20])[CH3:18]. The catalyst class is: 2. (4) Reactant: [NH2:1][C:2]1[CH:7]=[CH:6][C:5](/[C:8](=[CH:11]/[N:12]([CH3:14])[CH3:13])/[C:9]#[N:10])=[CH:4][CH:3]=1.C1([O:21][C:22](=O)[NH:23][C:24]2[N:25]([C:33]3[CH:38]=[CH:37][C:36]([F:39])=[CH:35][CH:34]=3)[N:26]=[C:27]([C:29]([CH3:32])([CH3:31])[CH3:30])[CH:28]=2)C=CC=CC=1. Product: [C:29]([C:27]1[CH:28]=[C:24]([NH:23][C:22]([NH:1][C:2]2[CH:3]=[CH:4][C:5](/[C:8](/[C:9]#[N:10])=[CH:11]/[N:12]([CH3:13])[CH3:14])=[CH:6][CH:7]=2)=[O:21])[N:25]([C:33]2[CH:38]=[CH:37][C:36]([F:39])=[CH:35][CH:34]=2)[N:26]=1)([CH3:32])([CH3:30])[CH3:31]. The catalyst class is: 1. (5) Reactant: [C:1]([C:4]1[N:9]=[N:8][C:7]([NH:10][C@@H:11]2[CH2:16][CH2:15][CH2:14][CH2:13][C@@H:12]2[NH:17]C(=O)OC(C)(C)C)=[CH:6][C:5]=1[NH:25][C:26]1[CH:31]=[CH:30][CH:29]=[C:28]([C:32]([C:35]#[N:36])([CH3:34])[CH3:33])[N:27]=1)(=[O:3])[NH2:2].C(O)(C(F)(F)F)=O. Product: [NH2:17][C@H:12]1[CH2:13][CH2:14][CH2:15][CH2:16][C@H:11]1[NH:10][C:7]1[N:8]=[N:9][C:4]([C:1]([NH2:2])=[O:3])=[C:5]([NH:25][C:26]2[CH:31]=[CH:30][CH:29]=[C:28]([C:32]([C:35]#[N:36])([CH3:34])[CH3:33])[N:27]=2)[CH:6]=1. The catalyst class is: 2.